This data is from Reaction yield outcomes from USPTO patents with 853,638 reactions. The task is: Predict the reaction yield, written as a fraction of the theoretical maximum amount of product (1.0 means a 100% yield; for example, 0.34 means a 34% yield). (1) The reactants are [C:1]([O:5][C:6](=[O:36])[N:7]([CH2:16][C:17]1[CH:18]=[N:19][C:20]([CH2:34][OH:35])=[C:21]([O:24][CH2:25][C:26]2[CH:31]=[CH:30][CH:29]=[C:28]([C:32]#[N:33])[CH:27]=2)[C:22]=1[CH3:23])[C:8]1[CH:13]=[CH:12][C:11]([C:14]#[N:15])=[CH:10][CH:9]=1)([CH3:4])([CH3:3])[CH3:2]. The catalyst is CO.[O-2].[O-2].[Mn+4]. The product is [C:1]([O:5][C:6](=[O:36])[N:7]([CH2:16][C:17]1[CH:18]=[N:19][C:20]([CH:34]=[O:35])=[C:21]([O:24][CH2:25][C:26]2[CH:31]=[CH:30][CH:29]=[C:28]([C:32]#[N:33])[CH:27]=2)[C:22]=1[CH3:23])[C:8]1[CH:9]=[CH:10][C:11]([C:14]#[N:15])=[CH:12][CH:13]=1)([CH3:4])([CH3:2])[CH3:3]. The yield is 0.660. (2) The reactants are [CH3:1][C:2](=[CH:5][C:6]1[CH:11]=[CH:10][C:9]([CH3:12])=[CH:8][CH:7]=1)[CH2:3]O.P(Br)(Br)[Br:14].O. The catalyst is C(OC(C)C)(C)C. The product is [Br:14][CH2:3][C:2]([CH3:1])=[CH:5][C:6]1[CH:11]=[CH:10][C:9]([CH3:12])=[CH:8][CH:7]=1. The yield is 0.800.